From a dataset of Peptide-MHC class I binding affinity with 185,985 pairs from IEDB/IMGT. Regression. Given a peptide amino acid sequence and an MHC pseudo amino acid sequence, predict their binding affinity value. This is MHC class I binding data. (1) The peptide sequence is IEYSDFATSA. The MHC is HLA-B45:01 with pseudo-sequence HLA-B45:01. The binding affinity (normalized) is 0.535. (2) The peptide sequence is GMRDVSFEL. The MHC is HLA-B40:01 with pseudo-sequence HLA-B40:01. The binding affinity (normalized) is 0.0847. (3) The peptide sequence is FKNFRVYYR. The MHC is HLA-A68:01 with pseudo-sequence HLA-A68:01. The binding affinity (normalized) is 0.557. (4) The peptide sequence is TPYDINQML. The MHC is HLA-A33:01 with pseudo-sequence HLA-A33:01. The binding affinity (normalized) is 0.